From a dataset of Full USPTO retrosynthesis dataset with 1.9M reactions from patents (1976-2016). Predict the reactants needed to synthesize the given product. (1) Given the product [C:12]([C:16]([CH2:18][N:19]1[C:25]2[CH:26]=[CH:27][CH:28]=[CH:29][C:24]=2[N:23]([CH:30]2[CH2:35][CH2:34][CH2:33][CH2:32][CH2:31]2)[CH2:22][C@@H:21]([NH:36][C:37](=[O:38])[NH:1][C:2]2[CH:3]=[C:4]([CH:8]=[CH:9][CH:10]=2)[C:5]([OH:7])=[O:6])[C:20]1=[O:46])=[O:17])([CH3:15])([CH3:13])[CH3:14], predict the reactants needed to synthesize it. The reactants are: [NH2:1][C:2]1[CH:3]=[C:4]([CH:8]=[CH:9][CH:10]=1)[C:5]([O-:7])=[O:6].[Na+].[C:12]([C:16]([CH2:18][N:19]1[C:25]2[CH:26]=[CH:27][CH:28]=[CH:29][C:24]=2[N:23]([CH:30]2[CH2:35][CH2:34][CH2:33][CH2:32][CH2:31]2)[CH2:22][C@@H:21]([NH:36][C:37](OC2C=CC=CC=2)=[O:38])[C:20]1=[O:46])=[O:17])([CH3:15])([CH3:14])[CH3:13]. (2) Given the product [C:24]([C:23]1[CH:26]=[CH:27][C:20]([C:4]2([C:7]#[N:8])[CH2:5][CH2:6][S:1][CH2:2][CH2:3]2)=[CH:21][C:22]=1[CH3:28])#[N:25], predict the reactants needed to synthesize it. The reactants are: [S:1]1[CH2:6][CH2:5][CH:4]([C:7]#[N:8])[CH2:3][CH2:2]1.C[Si]([N-][Si](C)(C)C)(C)C.[K+].F[C:20]1[CH:27]=[CH:26][C:23]([C:24]#[N:25])=[C:22]([CH3:28])[CH:21]=1. (3) Given the product [N:20]1([CH2:27][CH2:28][N:29]2[CH2:30][CH2:31][CH:32]([NH:35][C:14]([C:8]3[NH:9][C:10]4[C:6]([CH:7]=3)=[C:5]([O:4][CH:1]([CH3:2])[CH3:3])[CH:13]=[CH:12][CH:11]=4)=[O:16])[CH2:33][CH2:34]2)[CH2:26][CH2:25][CH2:24][CH2:23][CH2:22][CH2:21]1, predict the reactants needed to synthesize it. The reactants are: [CH:1]([O:4][C:5]1[CH:13]=[CH:12][CH:11]=[C:10]2[C:6]=1[CH:7]=[C:8]([C:14]([OH:16])=O)[NH:9]2)([CH3:3])[CH3:2].Cl.Cl.Cl.[N:20]1([CH2:27][CH2:28][N:29]2[CH2:34][CH2:33][CH:32]([NH2:35])[CH2:31][CH2:30]2)[CH2:26][CH2:25][CH2:24][CH2:23][CH2:22][CH2:21]1. (4) Given the product [OH:8][C@H:9]1[C@@H:14]([OH:15])[C@H:13]([OH:23])[C@@H:12]([CH2:31][OH:32])[O:11][C@:10]21[CH2:48][CH2:47][C:46]1[C:41](=[CH:42][CH:43]=[C:44]([O:49][S:59]([C:58]([F:77])([F:76])[F:57])(=[O:61])=[O:60])[CH:45]=1)[O:40]2, predict the reactants needed to synthesize it. The reactants are: C([O:8][C@H:9]1[C@@H:14]([O:15]CC2C=CC=CC=2)[C@H:13]([O:23]CC2C=CC=CC=2)[C@@H:12]([CH2:31][O:32]CC2C=CC=CC=2)[O:11][C@:10]21[CH2:48][CH2:47][C:46]1[C:41](=[CH:42][CH:43]=[C:44]([O:49]CC3C=CC=CC=3)[CH:45]=1)[O:40]2)C1C=CC=CC=1.[F:57][C:58]([F:77])([F:76])[S:59](N(C1C=CC=CC=1)[S:59]([C:58]([F:77])([F:76])[F:57])(=[O:61])=[O:60])(=[O:61])=[O:60]. (5) The reactants are: [N:1]#[C:2]Br.[NH2:4][C:5]1[CH:6]=[C:7]([CH:12]=[CH:13][C:14]=1[NH2:15])[C:8]([O:10]C)=[O:9].N.Cl. Given the product [NH2:1][C:2]1[NH:15][C:14]2[CH:13]=[CH:12][C:7]([C:8]([OH:10])=[O:9])=[CH:6][C:5]=2[N:4]=1, predict the reactants needed to synthesize it. (6) Given the product [OH:1][C@@H:2]1[CH2:3][CH2:4][C@H:5]([N:8]2[CH2:12][CH2:11][C:10]3([CH2:17][CH2:16][NH:15][CH2:14][CH2:13]3)[C:9]2=[O:28])[CH2:6][CH2:7]1, predict the reactants needed to synthesize it. The reactants are: [OH:1][C@@H:2]1[CH2:7][CH2:6][C@H:5]([N:8]2[CH2:12][CH2:11][C:10]3([CH2:17][CH2:16][N:15](C(OCC4C=CC=CC=4)=O)[CH2:14][CH2:13]3)[C:9]2=[O:28])[CH2:4][CH2:3]1.